From a dataset of Full USPTO retrosynthesis dataset with 1.9M reactions from patents (1976-2016). Predict the reactants needed to synthesize the given product. (1) Given the product [C:1]([C:3]1[CH:8]=[CH:7][C:6]([CH:9]2[C:14]([C:15]([OH:17])=[O:16])=[C:13]([CH3:21])[N:12]([C:22]3[CH:27]=[CH:26][CH:25]=[C:24]([C:28]([F:30])([F:31])[F:29])[CH:23]=3)[C:11](=[O:32])[NH:10]2)=[C:5]([S:33]([CH:36]([CH3:38])[CH3:37])(=[O:34])=[O:35])[CH:4]=1)#[N:2], predict the reactants needed to synthesize it. The reactants are: [C:1]([C:3]1[CH:8]=[CH:7][C:6]([CH:9]2[C:14]([C:15]([O:17]CC=C)=[O:16])=[C:13]([CH3:21])[N:12]([C:22]3[CH:27]=[CH:26][CH:25]=[C:24]([C:28]([F:31])([F:30])[F:29])[CH:23]=3)[C:11](=[O:32])[NH:10]2)=[C:5]([S:33]([CH:36]([CH3:38])[CH3:37])(=[O:35])=[O:34])[CH:4]=1)#[N:2].N1CCOCC1. (2) Given the product [Cl:1][C:2]1[N:3]=[C:4]([N:11]2[CH2:16][CH2:15][O:14][CH2:13][CH2:12]2)[C:5]2[S:10][C:9]([N:23]3[CH2:24][CH2:25][CH:26]([OH:29])[CH2:27][CH:28]3[CH3:17])=[CH:8][C:6]=2[N:7]=1, predict the reactants needed to synthesize it. The reactants are: [Cl:1][C:2]1[N:3]=[C:4]([N:11]2[CH2:16][CH2:15][O:14][CH2:13][CH2:12]2)[C:5]2[S:10][CH:9]=[CH:8][C:6]=2[N:7]=1.[CH2:17]([Li])CCC.C[N:23]1[CH2:28][CH2:27][C:26](=[O:29])[CH2:25][CH2:24]1. (3) Given the product [Br:1][C:2]1[CH:3]=[C:4]2[C:9](=[CH:10][CH:11]=1)[N:8]1[CH:12]=[CH:13][CH:14]=[C:7]1[CH:6]([C:15]([CH3:18])([CH3:17])[CH3:16])[N:5]2[C:19](=[O:28])[C:20]1[CH:25]=[CH:24][CH:23]=[C:22]([O:26][CH3:27])[CH:21]=1, predict the reactants needed to synthesize it. The reactants are: [Br:1][C:2]1[CH:3]=[C:4]2[C:9](=[CH:10][CH:11]=1)[N:8]1[CH:12]=[CH:13][CH:14]=[C:7]1[CH:6]([C:15]([CH3:18])([CH3:17])[CH3:16])[NH:5]2.[C:19](Cl)(=[O:28])[C:20]1[CH:25]=[CH:24][CH:23]=[C:22]([O:26][CH3:27])[CH:21]=1.